Dataset: CYP2C9 inhibition data for predicting drug metabolism from PubChem BioAssay. Task: Regression/Classification. Given a drug SMILES string, predict its absorption, distribution, metabolism, or excretion properties. Task type varies by dataset: regression for continuous measurements (e.g., permeability, clearance, half-life) or binary classification for categorical outcomes (e.g., BBB penetration, CYP inhibition). Dataset: cyp2c9_veith. (1) The molecule is O=C(NCCCN1CCCCCC1)C1CC(=O)N(CCc2ccccc2)C1. The result is 0 (non-inhibitor). (2) The molecule is CCc1ccc(OCC(=O)NNC(=O)CSc2ncnc3sc(C)c(C)c23)cc1. The result is 0 (non-inhibitor). (3) The compound is COc1ccccc1N1CCN(CCN(C(=O)c2ccc(F)cc2)c2ccccn2)CC1. The result is 0 (non-inhibitor). (4) The compound is Cc1ccc(=O)n(-c2ccccc2)c1. The result is 0 (non-inhibitor).